Dataset: Full USPTO retrosynthesis dataset with 1.9M reactions from patents (1976-2016). Task: Predict the reactants needed to synthesize the given product. (1) Given the product [C:19]1([CH:8]([C:5]2[CH:6]=[CH:7][C:2]([C:29]3[CH:30]=[N:25][CH:26]=[N:27][CH:28]=3)=[CH:3][CH:4]=2)[CH2:9]/[C:10](/[C:13]2[CH:18]=[CH:17][N:16]=[CH:15][CH:14]=2)=[N:11]\[OH:12])[CH:24]=[CH:23][CH:22]=[CH:21][CH:20]=1, predict the reactants needed to synthesize it. The reactants are: Br[C:2]1[CH:7]=[CH:6][C:5]([CH:8]([C:19]2[CH:24]=[CH:23][CH:22]=[CH:21][CH:20]=2)[CH2:9]/[C:10](/[C:13]2[CH:18]=[CH:17][N:16]=[CH:15][CH:14]=2)=[N:11]\[OH:12])=[CH:4][CH:3]=1.[N:25]1[CH:30]=[C:29](B(O)O)[CH:28]=[N:27][CH:26]=1.C1(P(C2C=CC=CC=2)C2C=CC=CC=2)C=CC=CC=1.[F-].[K+].[NH4+].[Cl-]. (2) Given the product [Cl:1][S:2]([C:5]1[CH:6]=[C:7]([CH:11]=[CH:12][C:13]=1[F:14])[C:8]([Cl:17])=[O:9])(=[O:4])=[O:3], predict the reactants needed to synthesize it. The reactants are: [Cl:1][S:2]([C:5]1[CH:6]=[C:7]([CH:11]=[CH:12][C:13]=1[F:14])[C:8](O)=[O:9])(=[O:4])=[O:3].S(Cl)([Cl:17])=O.